This data is from Forward reaction prediction with 1.9M reactions from USPTO patents (1976-2016). The task is: Predict the product of the given reaction. (1) Given the reactants [Na].[C:2]([C:4]([C:11]#[N:12])=[C:5]([NH:8][C:9]#[N:10])[S:6][CH3:7])#[N:3].[BrH:13], predict the reaction product. The product is: [NH2:10][C:9]1[N:3]=[C:2]([Br:13])[C:4]([C:11]#[N:12])=[C:5]([S:6][CH3:7])[N:8]=1. (2) Given the reactants C([Sn](CCCC)(CCCC)[C:6]1[N:7]=[CH:8][N:9]([C:11]2[CH:16]=[C:15]([C:17]3[CH:22]=[CH:21][C:20]([C:23]([F:26])([F:25])[F:24])=[CH:19][CH:18]=3)[CH:14]=[C:13]([C:27]([F:30])([F:29])[F:28])[N:12]=2)[CH:10]=1)CCC.[C:39]([NH:43][S:44]([C:47]1[S:48][C:49](Br)=[CH:50][CH:51]=1)(=[O:46])=[O:45])([CH3:42])([CH3:41])[CH3:40].CCCCCCC, predict the reaction product. The product is: [C:39]([NH:43][S:44]([C:47]1[S:48][C:49]([C:6]2[N:7]=[CH:8][N:9]([C:11]3[CH:16]=[C:15]([C:17]4[CH:18]=[CH:19][C:20]([C:23]([F:25])([F:26])[F:24])=[CH:21][CH:22]=4)[CH:14]=[C:13]([C:27]([F:28])([F:29])[F:30])[N:12]=3)[CH:10]=2)=[CH:50][CH:51]=1)(=[O:45])=[O:46])([CH3:42])([CH3:40])[CH3:41]. (3) Given the reactants [CH2:1]([N:8]=[C:9]=[O:10])[C:2]1[CH:7]=[CH:6][CH:5]=[CH:4][CH:3]=1.[CH2:11]([C:15]1([CH2:25][CH:26]([CH3:28])[CH3:27])[C:19]2[CH2:20][NH:21][CH2:22][CH2:23][C:18]=2[C:17](=[O:24])[O:16]1)[CH:12]([CH3:14])[CH3:13], predict the reaction product. The product is: [CH2:1]([NH:8][C:9]([N:21]1[CH2:22][CH2:23][C:18]2[C:17](=[O:24])[O:16][C:15]([CH2:25][CH:26]([CH3:28])[CH3:27])([CH2:11][CH:12]([CH3:14])[CH3:13])[C:19]=2[CH2:20]1)=[O:10])[C:2]1[CH:7]=[CH:6][CH:5]=[CH:4][CH:3]=1. (4) Given the reactants [C:1]([N:5]1[C:9]([CH3:10])=[C:8]([C:11]([O:13]C)=[O:12])[CH:7]=[N:6]1)([CH3:4])([CH3:3])[CH3:2].[OH-].[Na+], predict the reaction product. The product is: [C:1]([N:5]1[C:9]([CH3:10])=[C:8]([C:11]([OH:13])=[O:12])[CH:7]=[N:6]1)([CH3:4])([CH3:2])[CH3:3]. (5) Given the reactants [OH:1][CH:2]1[CH2:6][CH:5]([NH:7][C:8](=[O:14])[O:9][C:10]([CH3:13])([CH3:12])[CH3:11])[CH:4]([NH:15][C:16](=[O:28])[C:17]2[CH:22]=[CH:21][CH:20]=[CH:19][C:18]=2[N:23]2[N:27]=[CH:26][CH:25]=[N:24]2)[CH2:3]1.CC(OI1(OC(C)=O)(OC(C)=O)OC(=O)C2C=CC=CC1=2)=O, predict the reaction product. The product is: [O:1]=[C:2]1[CH2:6][CH:5]([NH:7][C:8](=[O:14])[O:9][C:10]([CH3:12])([CH3:13])[CH3:11])[CH:4]([NH:15][C:16](=[O:28])[C:17]2[CH:22]=[CH:21][CH:20]=[CH:19][C:18]=2[N:23]2[N:27]=[CH:26][CH:25]=[N:24]2)[CH2:3]1. (6) The product is: [NH2:1][C:2]1([C:16]2[N:17]([CH3:21])[CH:18]=[N:19][CH:20]=2)[C:22]2=[CH:29][C:28](=[C:25]([C:26]#[N:27])[CH:24]=[CH:23]2)[O:15][C:11]2[CH:10]=[C:9]([CH:14]=[CH:13][CH:12]=2)[CH2:8][CH2:7][NH:6][CH2:5][CH2:4][CH2:3]1. Given the reactants [NH2:1][C:2]([C:22]1[CH:29]=[CH:28][C:25]([C:26]#[N:27])=[C:24](F)[CH:23]=1)([C:16]1[N:17]([CH3:21])[CH:18]=[N:19][CH:20]=1)[CH2:3][CH2:4][CH2:5][NH:6][CH2:7][CH2:8][C:9]1[CH:14]=[CH:13][CH:12]=[C:11]([OH:15])[CH:10]=1.C([O-])([O-])=O.[Cs+].[Cs+], predict the reaction product. (7) Given the reactants Cl.[Cl:2][C:3]1[CH:8]=[C:7]([O:9][CH3:10])[C:6](C)=[CH:5][C:4]=1[NH:12][NH2:13].[N:14]#[C:15][NH2:16].C(OCC)C, predict the reaction product. The product is: [ClH:2].[Cl:2][C:3]1[CH:8]=[C:7]([O:9][CH3:10])[CH:6]=[CH:5][C:4]=1[NH:12][NH:13][C:15](=[NH:14])[NH2:16].